This data is from Reaction yield outcomes from USPTO patents with 853,638 reactions. The task is: Predict the reaction yield, written as a fraction of the theoretical maximum amount of product (1.0 means a 100% yield; for example, 0.34 means a 34% yield). (1) The reactants are [Cl:1][C:2]1[C:12]([N+:13]([O-])=O)=[CH:11][C:10]([Cl:16])=[CH:9][C:3]=1[C:4]([O:6][CH2:7][CH3:8])=[O:5].[Cl-].[NH4+]. The catalyst is CO.O.CCOC(C)=O.[Fe]. The product is [NH2:13][C:12]1[C:2]([Cl:1])=[C:3]([CH:9]=[C:10]([Cl:16])[CH:11]=1)[C:4]([O:6][CH2:7][CH3:8])=[O:5]. The yield is 0.900. (2) The reactants are [CH3:1][O:2][C:3]1[CH:12]=[C:11]2[C:6]([C:7](=O)[CH:8]=[CH:9][NH:10]2)=[CH:5][C:4]=1[O:14]C(=O)C.O=P(Cl)(Cl)[Cl:20]. The catalyst is C(Cl)(Cl)Cl. The product is [Cl:20][C:7]1[C:6]2[C:11](=[CH:12][C:3]([O:2][CH3:1])=[C:4]([OH:14])[CH:5]=2)[N:10]=[CH:9][CH:8]=1. The yield is 0.730.